From a dataset of Full USPTO retrosynthesis dataset with 1.9M reactions from patents (1976-2016). Predict the reactants needed to synthesize the given product. (1) Given the product [Br:16][C:17]1[C:25]([O:26][CH3:27])=[CH:24][C:20]([C:21]2[O:4][CH2:3][C:2]([CH3:6])([CH3:5])[N:1]=2)=[CH:19][C:18]=1[O:28][CH3:29], predict the reactants needed to synthesize it. The reactants are: [NH2:1][C:2]([CH3:6])([CH3:5])[CH2:3][OH:4].C(N(CC)C(C)C)(C)C.[Br:16][C:17]1[C:25]([O:26][CH3:27])=[CH:24][C:20]([C:21](Cl)=O)=[CH:19][C:18]=1[O:28][CH3:29].S(Cl)(Cl)=O.[OH-].[Na+]. (2) Given the product [CH3:8][O:9][C:10](=[O:19])[CH2:11][C:12]1[CH:17]=[CH:16][CH:15]=[C:14]([O:18][S:27]([C:30]([F:33])([F:32])[F:31])(=[O:29])=[O:28])[CH:13]=1, predict the reactants needed to synthesize it. The reactants are: [H-].[Na+].CCCCC.[CH3:8][O:9][C:10](=[O:19])[CH2:11][C:12]1[CH:17]=[CH:16][CH:15]=[C:14]([OH:18])[CH:13]=1.C1C=CC(N([S:27]([C:30]([F:33])([F:32])[F:31])(=[O:29])=[O:28])[S:27]([C:30]([F:33])([F:32])[F:31])(=[O:29])=[O:28])=CC=1. (3) Given the product [CH3:38][O:37][C:34]1[CH:33]=[CH:32][C:31]([C:30]#[C:29][C:26]2[CH:27]=[CH:28][C:23]([S:20]([NH:19][CH:4]([CH:5]3[CH2:10][CH2:9][N:8]([C:11]([N:13]4[CH2:18][CH2:17][O:16][CH2:15][CH2:14]4)=[O:12])[CH2:7][CH2:6]3)[C:3]([OH:39])=[O:2])(=[O:21])=[O:22])=[CH:24][CH:25]=2)=[CH:36][CH:35]=1, predict the reactants needed to synthesize it. The reactants are: C[O:2][C:3](=[O:39])[CH:4]([NH:19][S:20]([C:23]1[CH:28]=[CH:27][C:26]([C:29]#[C:30][C:31]2[CH:36]=[CH:35][C:34]([O:37][CH3:38])=[CH:33][CH:32]=2)=[CH:25][CH:24]=1)(=[O:22])=[O:21])[CH:5]1[CH2:10][CH2:9][N:8]([C:11]([N:13]2[CH2:18][CH2:17][O:16][CH2:15][CH2:14]2)=[O:12])[CH2:7][CH2:6]1.COC(=O)C(NS(C1C=CC(Br)=CC=1)(=O)=O)C1CCN(C(N2CCOCC2)=O)CC1.COC1C=CC(C#C)=CC=1.CCN(CC)CC. (4) Given the product [NH2:14][C:12]1[CH:11]=[CH:10][C:9]([O:17][C:18]2[CH:23]=[CH:22][CH:21]=[CH:20][C:19]=2[C:24]([F:26])([F:27])[F:25])=[C:8]([C:6]2[C:5]3[CH:28]=[CH:29][NH:30][C:4]=3[C:3](=[O:31])[N:2]([CH3:1])[CH:7]=2)[CH:13]=1, predict the reactants needed to synthesize it. The reactants are: [CH3:1][N:2]1[CH:7]=[C:6]([C:8]2[CH:13]=[C:12]([N+:14]([O-])=O)[CH:11]=[CH:10][C:9]=2[O:17][C:18]2[CH:23]=[CH:22][CH:21]=[CH:20][C:19]=2[C:24]([F:27])([F:26])[F:25])[C:5]2[CH:28]=[CH:29][NH:30][C:4]=2[C:3]1=[O:31].CN1C=C(C2C=C([N+]([O-])=O)C=CC=2OC2C=CC=CC=2)C2C=CNC=2C1=O.